This data is from Peptide-MHC class II binding affinity with 134,281 pairs from IEDB. The task is: Regression. Given a peptide amino acid sequence and an MHC pseudo amino acid sequence, predict their binding affinity value. This is MHC class II binding data. (1) The binding affinity (normalized) is 0.552. The MHC is DRB4_0101 with pseudo-sequence DRB4_0103. The peptide sequence is LIGLRIVFAVLSIVNRVRQG. (2) The MHC is DRB1_0405 with pseudo-sequence DRB1_0405. The peptide sequence is YDDFLANVSTVLTGK. The binding affinity (normalized) is 0.608. (3) The MHC is HLA-DPA10103-DPB10601 with pseudo-sequence HLA-DPA10103-DPB10601. The peptide sequence is EKKYFAATQFEPLWA. The binding affinity (normalized) is 1.00. (4) The peptide sequence is LQIIDKIDAAFKVAA. The MHC is DRB1_1302 with pseudo-sequence DRB1_1302. The binding affinity (normalized) is 0.890.